Dataset: Full USPTO retrosynthesis dataset with 1.9M reactions from patents (1976-2016). Task: Predict the reactants needed to synthesize the given product. (1) Given the product [NH2:1][S:2]([C:5]1[CH:10]=[CH:9][C:8]([NH:11][C:12]2[N:20]=[C:19]3[C:15]([N:16]=[CH:17][NH:18]3)=[C:14]([C:21]3[CH:22]=[N:23][C:24]([OH:34])=[CH:25][CH:26]=3)[N:13]=2)=[CH:7][CH:6]=1)(=[O:4])=[O:3], predict the reactants needed to synthesize it. The reactants are: [NH2:1][S:2]([C:5]1[CH:10]=[CH:9][C:8]([NH:11][C:12]2[N:20]=[C:19]3[C:15]([N:16]=[CH:17][NH:18]3)=[C:14]([C:21]3[CH:22]=[N:23][C:24](NC4CCNCC4)=[CH:25][CH:26]=3)[N:13]=2)=[CH:7][CH:6]=1)(=[O:4])=[O:3].[O:34]1CCOCC1.Cl. (2) Given the product [Cl:1][C:2]1[C:8]([O:9][CH:10]([CH3:11])[CH3:12])=[CH:7][C:5]([N:6]2[C:33](=[O:35])[CH:34]=[C:19]3[CH2:20][CH2:18][CH2:17][N:16]3[C:25]2=[O:31])=[C:4]([F:13])[CH:3]=1, predict the reactants needed to synthesize it. The reactants are: [Cl:1][C:2]1[C:8]([O:9][CH:10]([CH3:12])[CH3:11])=[CH:7][C:5]([NH2:6])=[C:4]([F:13])[CH:3]=1.C([N:16]([CH2:19][CH3:20])[CH2:17][CH3:18])C.ClC(Cl)(O[C:25](=[O:31])OC(Cl)(Cl)Cl)Cl.[C:33](OCC)(=[O:35])[CH3:34]. (3) Given the product [CH2:42]([O:41][C:39](=[O:40])[CH2:21][N:16]1[C:15]2[CH:22]=[CH:23][CH:24]=[CH:25][C:14]=2[C:13]([C:26]2[CH:31]=[CH:30][CH:29]=[CH:28][CH:27]=2)=[N:19][CH2:18][C:17]1=[O:20])[CH3:43], predict the reactants needed to synthesize it. The reactants are: [H-].[Na+].COC1C=C(C=C(OC)C=1)O[C@@H]([C@@:13]1([C:26]2[CH:31]=[CH:30][CH:29]=[CH:28][CH:27]=2)[NH:19][CH2:18][C:17](=[O:20])[N:16]([CH3:21])[C:15]2[CH:22]=[CH:23][CH:24]=[CH:25][C:14]1=2)C(O)=O.BrC[C:39]([O:41][CH2:42][CH3:43])=[O:40]. (4) Given the product [F:1][C:2]([F:7])([F:6])[C:3]([OH:5])=[O:4].[CH:37]1([CH2:36][NH:35][CH2:34][C:32]2[CH:33]=[C:28]([C:25]3[CH:26]=[C:27]4[C:22](=[C:23]([C:43]([NH2:45])=[O:44])[CH:24]=3)[NH:21][CH:20]=[C:19]4[CH:16]3[CH2:17][CH2:18][N:13]([S:10]([CH2:8][CH3:9])(=[O:12])=[O:11])[CH2:14][CH2:15]3)[CH:29]=[C:30]([F:42])[CH:31]=2)[CH2:47][CH2:39][CH2:40][CH2:41]1, predict the reactants needed to synthesize it. The reactants are: [F:1][C:2]([F:7])([F:6])[C:3]([OH:5])=[O:4].[CH2:8]([S:10]([N:13]1[CH2:18][CH2:17][CH:16]([C:19]2[C:27]3[C:22](=[C:23]([C:43]([NH2:45])=[O:44])[CH:24]=[C:25]([C:28]4[CH:33]=[C:32]([CH2:34][NH:35][CH2:36][C@@H:37]5[CH2:41][CH2:40][CH2:39]O5)[CH:31]=[C:30]([F:42])[CH:29]=4)[CH:26]=3)[NH:21][CH:20]=2)[CH2:15][CH2:14]1)(=[O:12])=[O:11])[CH3:9].O1CCC[C@H:47]1CN. (5) Given the product [CH2:1]([O:8][C:9]([N:11]1[CH2:15][CH:14]([O:16][C:34](=[O:35])[C:33]2[CH:32]=[CH:31][C:30]([N+:27]([O-:29])=[O:28])=[CH:38][CH:37]=2)[CH2:13][CH:12]1[CH2:17][C:18]1[C:26]2[C:21](=[N:22][CH:23]=[CH:24][CH:25]=2)[NH:20][CH:19]=1)=[O:10])[C:2]1[CH:3]=[CH:4][CH:5]=[CH:6][CH:7]=1, predict the reactants needed to synthesize it. The reactants are: [CH2:1]([O:8][C:9]([N:11]1[CH2:15][CH:14]([OH:16])[CH2:13][CH:12]1[CH2:17][C:18]1[C:26]2[C:21](=[N:22][CH:23]=[CH:24][CH:25]=2)[NH:20][CH:19]=1)=[O:10])[C:2]1[CH:7]=[CH:6][CH:5]=[CH:4][CH:3]=1.[N+:27]([C:30]1[CH:38]=[CH:37][C:33]([C:34](O)=[O:35])=[CH:32][CH:31]=1)([O-:29])=[O:28].C1C=CC(P(C2C=CC=CC=2)C2C=CC=CC=2)=CC=1.CC(OC(/N=N/C(OC(C)C)=O)=O)C. (6) Given the product [CH3:1][N:2]1[C:6]2[CH:7]=[CH:8][C:9]([N:11]3[CH:16]=[C:15]([C:17]([O:19][CH2:20][CH3:21])=[O:18])[C:14](=[O:22])[N:13]([CH:32]([C:33]4[CH:34]=[CH:35][CH:36]=[C:28]([C:27]([F:26])([F:38])[F:39])[C:29]=4[CH3:30])[CH3:31])[C:12]3=[O:23])=[CH:10][C:5]=2[N:4]([CH3:24])[C:3]1=[O:25], predict the reactants needed to synthesize it. The reactants are: [CH3:1][N:2]1[C:6]2[CH:7]=[CH:8][C:9]([N:11]3[CH:16]=[C:15]([C:17]([O:19][CH2:20][CH3:21])=[O:18])[C:14](=[O:22])[NH:13][C:12]3=[O:23])=[CH:10][C:5]=2[N:4]([CH3:24])[C:3]1=[O:25].[F:26][C:27]([F:39])([F:38])[C:28]1[CH:36]=[CH:35][CH:34]=[C:33]2[C:29]=1[CH2:30][CH2:31][C@H:32]2O.C1(P(C2C=CC=CC=2)C2C=CC=CC=2)C=CC=CC=1.N(C(OC(C)C)=O)=NC(OC(C)C)=O.Cl. (7) Given the product [OH:11][CH2:10][N:7]1[CH:6]=[C:5]([C:3]([O:2][CH3:1])=[O:4])[CH:9]=[N:8]1, predict the reactants needed to synthesize it. The reactants are: [CH3:1][O:2][C:3]([C:5]1[CH:6]=[N:7][NH:8][CH:9]=1)=[O:4].[CH2:10]=[O:11].C(N(CC)CC)C. (8) Given the product [CH3:6][O:7][C:8]1[CH:13]=[CH:12][CH:11]=[CH:10][C:9]=1[C:14]1([CH3:30])[N:18]([CH3:1])[C:17](=[O:19])[N:16]([CH2:20][C:21](=[O:28])[C:22]2[CH:23]=[CH:24][CH:25]=[CH:26][CH:27]=2)[C:15]1=[O:29], predict the reactants needed to synthesize it. The reactants are: [CH3:1]N(C=O)C.[CH3:6][O:7][C:8]1[CH:13]=[CH:12][CH:11]=[CH:10][C:9]=1[C:14]1([CH3:30])[NH:18][C:17](=[O:19])[N:16]([CH2:20][C:21](=[O:28])[C:22]2[CH:27]=[CH:26][CH:25]=[CH:24][CH:23]=2)[C:15]1=[O:29].C([O-])([O-])=O.[K+].[K+].CI.